Task: Predict the product of the given reaction.. Dataset: Forward reaction prediction with 1.9M reactions from USPTO patents (1976-2016) (1) Given the reactants [Si:1]([O:18][CH2:19][CH2:20][O:21][C:22]1[CH:27]=[CH:26][C:25](/[CH:28]=[CH:29]/[C:30]([O:32][CH2:33][CH3:34])=[O:31])=[C:24]([O:35][C:36]2[C:41]([Cl:42])=[CH:40][C:39]([C:43]([F:46])([F:45])[F:44])=[CH:38][N:37]=2)[CH:23]=1)([C:14]([CH3:17])([CH3:16])[CH3:15])([C:8]1[CH:13]=[CH:12][CH:11]=[CH:10][CH:9]=1)[C:2]1[CH:7]=[CH:6][CH:5]=[CH:4][CH:3]=1, predict the reaction product. The product is: [Si:1]([O:18][CH2:19][CH2:20][O:21][C:22]1[CH:27]=[CH:26][C:25]([CH2:28][CH2:29][C:30]([O:32][CH2:33][CH3:34])=[O:31])=[C:24]([O:35][C:36]2[C:41]([Cl:42])=[CH:40][C:39]([C:43]([F:46])([F:45])[F:44])=[CH:38][N:37]=2)[CH:23]=1)([C:14]([CH3:16])([CH3:15])[CH3:17])([C:8]1[CH:9]=[CH:10][CH:11]=[CH:12][CH:13]=1)[C:2]1[CH:7]=[CH:6][CH:5]=[CH:4][CH:3]=1. (2) Given the reactants O1CCCC1.Br[C:7]1[CH:16]=[N:15][C:10]2[O:11][CH2:12][CH2:13][NH:14][C:9]=2[CH:8]=1.[F:17][C:18]([F:29])([F:28])[C:19]1[CH:24]=[CH:23][CH:22]=[CH:21][C:20]=1B(O)O.C(=O)([O-])[O-].[K+].[K+], predict the reaction product. The product is: [F:17][C:18]([F:29])([F:28])[C:19]1[CH:24]=[CH:23][CH:22]=[CH:21][C:20]=1[C:7]1[CH:16]=[N:15][C:10]2[O:11][CH2:12][CH2:13][NH:14][C:9]=2[CH:8]=1. (3) Given the reactants [NH2:1][CH:2]([CH2:6][CH:7]([CH3:9])[CH3:8])[C:3]([OH:5])=[O:4].Cl.[CH3:11]O, predict the reaction product. The product is: [NH2:1][CH:2]([CH2:6][CH:7]([CH3:9])[CH3:8])[C:3]([O:5][CH3:11])=[O:4].